The task is: Predict which catalyst facilitates the given reaction.. This data is from Catalyst prediction with 721,799 reactions and 888 catalyst types from USPTO. (1) Reactant: [OH:1][C:2]1[C:3]([N+:8]([O-:10])=[O:9])=[N:4][CH:5]=[CH:6][CH:7]=1.C1(P(C2C=CC=CC=2)C2C=CC=CC=2)C=CC=CC=1.[Cl:30][C:31]1[C:36]([F:37])=[CH:35][CH:34]=[C:33]([Cl:38])[C:32]=1[C@@H:39](O)[CH3:40].N(C(OC(C)C)=O)=NC(OC(C)C)=O. Product: [Cl:30][C:31]1[C:36]([F:37])=[CH:35][CH:34]=[C:33]([Cl:38])[C:32]=1[C@H:39]([O:1][C:2]1[C:3]([N+:8]([O-:10])=[O:9])=[N:4][CH:5]=[CH:6][CH:7]=1)[CH3:40]. The catalyst class is: 1. (2) Product: [F:1][C:2]1[CH:3]=[C:4]([NH:9][C:10]2[O:35][C:14]([C:15]([NH:17][C:18]3[CH:19]=[CH:20][C:21]([O:24][C:25]4[CH:34]=[CH:33][C:28]([C:29]([O:31][CH3:32])=[O:30])=[CH:27][CH:26]=4)=[N:22][CH:23]=3)=[O:16])=[N:12][N:13]=2)[CH:5]=[CH:6][C:7]=1[F:8]. Reactant: [F:1][C:2]1[CH:3]=[C:4]([N:9]=[C:10]=S)[CH:5]=[CH:6][C:7]=1[F:8].[NH:12]([C:14](=[O:35])[C:15]([NH:17][C:18]1[CH:19]=[CH:20][C:21]([O:24][C:25]2[CH:34]=[CH:33][C:28]([C:29]([O:31][CH3:32])=[O:30])=[CH:27][CH:26]=2)=[N:22][CH:23]=1)=[O:16])[NH2:13].Cl.CN(C)CCCN=C=NCC.O. The catalyst class is: 44. (3) Reactant: Br[C:2]1[CH:3]=[C:4]2[C:8](=[CH:9][CH:10]=1)[NH:7][C:6]([CH3:11])=[CH:5]2.[H-].[K+].C([Li])(C)(C)C.C(O[B:23]1[O:27][C:26]([CH3:29])([CH3:28])[C:25]([CH3:31])([CH3:30])[O:24]1)(C)C. Product: [CH3:11][C:6]1[NH:7][C:8]2[C:4]([CH:5]=1)=[CH:3][C:2]([B:23]1[O:27][C:26]([CH3:29])([CH3:28])[C:25]([CH3:31])([CH3:30])[O:24]1)=[CH:10][CH:9]=2. The catalyst class is: 1. (4) Reactant: Cl.[CH2:2]([N:9]1[C:17]2[C:12](=[CH:13][C:14]([NH:18][C:19]3[C:20]4[S:27][C:26]([C:28]#[C:29][CH2:30][NH:31]C(=O)OC(C)(C)C)=[CH:25][C:21]=4[N:22]=[CH:23][N:24]=3)=[CH:15][CH:16]=2)[CH:11]=[N:10]1)[C:3]1[CH:8]=[CH:7][CH:6]=[CH:5][CH:4]=1.FC(F)(F)C(O)=O.C(=O)(O)[O-].[Na+]. Product: [NH2:31][CH2:30][C:29]#[C:28][C:26]1[S:27][C:20]2[C:19]([NH:18][C:14]3[CH:13]=[C:12]4[C:17](=[CH:16][CH:15]=3)[N:9]([CH2:2][C:3]3[CH:8]=[CH:7][CH:6]=[CH:5][CH:4]=3)[N:10]=[CH:11]4)=[N:24][CH:23]=[N:22][C:21]=2[CH:25]=1. The catalyst class is: 22. (5) Product: [C:20]([O:1][CH2:2][C:3]1[CH:4]=[CH:5][C:6]([CH2:10][C:11]2[CH:16]=[CH:15][C:14]([O:17][CH3:18])=[CH:13][CH:12]=2)=[C:7]([OH:9])[CH:8]=1)(=[O:19])[CH3:21]. The catalyst class is: 13. Reactant: [OH:1][CH2:2][C:3]1[CH:4]=[CH:5][C:6]([CH2:10][C:11]2[CH:16]=[CH:15][C:14]([O:17][CH3:18])=[CH:13][CH:12]=2)=[C:7]([OH:9])[CH:8]=1.[O:19]1CC[CH2:21][CH2:20]1.C(OC=C)(=O)C.CCCC[Sn](Cl)(O[Sn](Cl)(CCCC)CCCC)CCCC. (6) Reactant: [CH:1]([C:4]1[CH:9]=[CH:8][C:7]([C:10]2[N:14]([CH2:15][CH2:16][O:17][CH3:18])[C:13]3[C:19]([O:38][CH3:39])=[CH:20][C:21]([CH2:27][C:28]4[C:29](S(C)(=O)=O)=[N:30][CH:31]=[CH:32][CH:33]=4)=[C:22]([C:23]([F:26])([F:25])[F:24])[C:12]=3[N:11]=2)=[CH:6][CH:5]=1)([CH3:3])[CH3:2].[CH2:40]([OH:43])[C:41]#[CH:42].[H-].[Na+]. Product: [CH:1]([C:4]1[CH:9]=[CH:8][C:7]([C:10]2[N:14]([CH2:15][CH2:16][O:17][CH3:18])[C:13]3[C:19]([O:38][CH3:39])=[CH:20][C:21]([CH2:27][C:28]4[C:29]([O:43][CH2:40][C:41]#[CH:42])=[N:30][CH:31]=[CH:32][CH:33]=4)=[C:22]([C:23]([F:26])([F:25])[F:24])[C:12]=3[N:11]=2)=[CH:6][CH:5]=1)([CH3:3])[CH3:2]. The catalyst class is: 12. (7) Reactant: [C:1]1(=[O:6])[CH2:5][CH2:4][CH2:3][CH2:2]1.[CH:7](=O)[CH2:8][CH2:9][CH2:10][CH3:11].[OH-].[Na+].Cl. Product: [CH2:7]([C:2]1[C:1](=[O:6])[CH2:5][CH2:4][CH:3]=1)[CH2:8][CH2:9][CH2:10][CH3:11]. The catalyst class is: 51.